Dataset: Catalyst prediction with 721,799 reactions and 888 catalyst types from USPTO. Task: Predict which catalyst facilitates the given reaction. (1) Reactant: Cl[CH2:2][C:3]1[N:4]=[C:5]([N:8]([CH2:20][C:21]2[CH:26]=[CH:25][C:24]([O:27][CH3:28])=[CH:23][C:22]=2[O:29][CH3:30])[C:9]([NH:11][CH2:12][C:13]2[CH:18]=[CH:17][CH:16]=[C:15]([F:19])[CH:14]=2)=[O:10])[S:6][CH:7]=1.[O:31]1[CH2:35][CH2:34][NH:33][C:32]1=[O:36].[H-].[Na+].CCOC(C)=O. Product: [CH3:30][O:29][C:22]1[CH:23]=[C:24]([O:27][CH3:28])[CH:25]=[CH:26][C:21]=1[CH2:20][N:8]([C:5]1[S:6][CH:7]=[C:3]([CH2:2][N:33]2[CH2:34][CH2:35][O:31][C:32]2=[O:36])[N:4]=1)[C:9]([NH:11][CH2:12][C:13]1[CH:18]=[CH:17][CH:16]=[C:15]([F:19])[CH:14]=1)=[O:10]. The catalyst class is: 3. (2) Product: [Cl:40][C:37]([F:38])([F:39])[O:36][C:33]1[CH:32]=[CH:31][C:30]([NH:29][C:27](=[O:28])[C:26]2[CH:25]=[CH:24][C:43]([N:44]3[CH2:45][C@H:46]([OH:50])[C@@H:47]([OH:49])[CH2:48]3)=[C:42]([C:7]3[C:2]([CH3:1])=[N:3][CH:4]=[N:5][CH:6]=3)[CH:41]=2)=[CH:35][CH:34]=1. The catalyst class is: 128. Reactant: [CH3:1][C:2]1[C:7](B2OC(C)(C)C(C)(C)O2)=[CH:6][N:5]=[CH:4][N:3]=1.C([O-])([O-])=O.[K+].[K+].Br[C:24]1[CH:25]=[C:26]([CH:41]=[CH:42][C:43]=1[N:44]1[CH2:48][C@H:47]([OH:49])[C@@H:46]([OH:50])[CH2:45]1)[C:27]([NH:29][C:30]1[CH:35]=[CH:34][C:33]([O:36][C:37]([Cl:40])([F:39])[F:38])=[CH:32][CH:31]=1)=[O:28]. (3) Reactant: [NH2:1][C:2]1[C:7]([CH2:8][C:9]2[CH:14]=[CH:13][CH:12]=[CH:11][CH:10]=2)=[N:6][C:5]([C:15]2[CH:20]=[CH:19][C:18]([O:21][CH3:22])=[CH:17][C:16]=2[CH:23]=[CH2:24])=[C:4]([CH:25]=[CH2:26])[N:3]=1.[C:27](Cl)(=[O:29])[CH3:28].O. Product: [CH2:8]([C:7]1[C:2]([NH:1][C:27](=[O:29])[CH3:28])=[N:3][C:4]([CH:25]=[CH2:26])=[C:5]([C:15]2[CH:20]=[CH:19][C:18]([O:21][CH3:22])=[CH:17][C:16]=2[CH:23]=[CH2:24])[N:6]=1)[C:9]1[CH:10]=[CH:11][CH:12]=[CH:13][CH:14]=1. The catalyst class is: 537. (4) Reactant: [Cl:1][C:2]1[CH:7]=[CH:6][C:5]([C:8]#[CH:9])=[CH:4][CH:3]=1.C([Li])CCC.[C:15]1([CH2:21][C:22](=[O:24])[CH3:23])[CH:20]=[CH:19][CH:18]=[CH:17][CH:16]=1. Product: [Cl:1][C:2]1[CH:7]=[CH:6][C:5]([C:8]#[C:9][C:22]([CH3:23])([OH:24])[CH2:21][C:15]2[CH:20]=[CH:19][CH:18]=[CH:17][CH:16]=2)=[CH:4][CH:3]=1. The catalyst class is: 1. (5) Reactant: [NH2:1][C:2]1[C:10]2[C:9]([C:11]3[CH:16]=[CH:15][CH:14]=[C:13]([NH:17][C:18]([NH:20][C:21]4[CH:26]=[CH:25][C:24]([C:27]([F:30])([F:29])[F:28])=[CH:23][CH:22]=4)=[O:19])[CH:12]=3)=[N:8][C:7](S(C)=O)=[N:6][C:5]=2[S:4][C:3]=1[C:34]([NH2:36])=[O:35].[NH2:37][C@@H:38]([CH2:41][CH3:42])[CH2:39][OH:40]. Product: [CH2:41]([C@H:38]([NH:37][C:7]1[N:8]=[C:9]([C:11]2[CH:16]=[CH:15][CH:14]=[C:13]([NH:17][C:18]([NH:20][C:21]3[CH:22]=[CH:23][C:24]([C:27]([F:30])([F:29])[F:28])=[CH:25][CH:26]=3)=[O:19])[CH:12]=2)[C:10]2[C:2]([NH2:1])=[C:3]([C:34]([NH2:36])=[O:35])[S:4][C:5]=2[N:6]=1)[CH2:39][OH:40])[CH3:42]. The catalyst class is: 31.